Dataset: M1 muscarinic receptor antagonist screen with 61,756 compounds. Task: Binary Classification. Given a drug SMILES string, predict its activity (active/inactive) in a high-throughput screening assay against a specified biological target. (1) The drug is O=c1n2CC3CC(CN(C3)C3CCN(CC3)C)c2ccc1. The result is 0 (inactive). (2) The molecule is S(=O)(=O)(CCC#N)c1n(nnn1)c1ccccc1. The result is 0 (inactive). (3) The result is 0 (inactive). The molecule is Clc1cc(N2CCN(CC2)CCNC(=O)C2CCCN(S(=O)(=O)c3[nH]cnc3)C2)ccc1. (4) The compound is O=C1CC(Cc2nc(N3CCc4c(C3)cccc4)ncc12)(C)C. The result is 0 (inactive). (5) The compound is Fc1cc2nc(n(C3CCN(CC3)C(=O)c3cc(OC)cc(OC)c3)c2cc1)C. The result is 0 (inactive).